Dataset: Cav3 T-type calcium channel HTS with 100,875 compounds. Task: Binary Classification. Given a drug SMILES string, predict its activity (active/inactive) in a high-throughput screening assay against a specified biological target. (1) The compound is S(=O)(=O)(N1CC(CCC1)C(=O)NC1CCCCC1)c1[nH]cnc1. The result is 0 (inactive). (2) The result is 0 (inactive). The compound is Clc1ccc(C(=O)NC(NNc2ccc([N+]([O-])=O)cc2)(C(F)(F)F)C(F)(F)F)cc1. (3) The compound is S(=O)(=O)(N1CCCCCC1)c1ccc(NC(=O)COc2c(OC)cccc2)cc1. The result is 0 (inactive).